Dataset: Forward reaction prediction with 1.9M reactions from USPTO patents (1976-2016). Task: Predict the product of the given reaction. (1) Given the reactants [CH3:1][N:2]([CH2:4][C:5]1[C:13]2[O:12][N:11]=[C:10]([CH2:14][CH2:15][CH:16]3[CH2:21][CH2:20][NH:19][CH2:18][CH2:17]3)[C:9]=2[CH:8]=[CH:7][C:6]=1[O:22][CH2:23][CH2:24][CH3:25])[CH3:3].[CH:26](=O)[C:27]1[CH:32]=[CH:31][CH:30]=[CH:29][CH:28]=1.C(O[BH-](OC(=O)C)OC(=O)C)(=O)C.[Na+].C(=O)(O)[O-].[Na+], predict the reaction product. The product is: [CH3:1][N:2]([CH2:4][C:5]1[C:13]2[O:12][N:11]=[C:10]([CH2:14][CH2:15][CH:16]3[CH2:17][CH2:18][N:19]([CH2:26][C:27]4[CH:32]=[CH:31][CH:30]=[CH:29][CH:28]=4)[CH2:20][CH2:21]3)[C:9]=2[CH:8]=[CH:7][C:6]=1[O:22][CH2:23][CH2:24][CH3:25])[CH3:3]. (2) Given the reactants [N:1]([C:4]1[CH:14]=[CH:13][C:7]([C:8]([NH:10][CH2:11][CH3:12])=[O:9])=[CH:6][CH:5]=1)=[N+:2]=[N-:3].O=[C:16]([CH2:22][CH2:23][CH2:24][CH3:25])[CH2:17][C:18]([O:20]C)=[O:19].C[O-].[Na+].[OH-].[Na+], predict the reaction product. The product is: [CH2:22]([C:16]1[N:1]([C:4]2[CH:5]=[CH:6][C:7]([C:8]([NH:10][CH2:11][CH3:12])=[O:9])=[CH:13][CH:14]=2)[N:2]=[N:3][C:17]=1[C:18]([OH:20])=[O:19])[CH2:23][CH2:24][CH3:25]. (3) Given the reactants [F:1][C:2]([F:14])([F:13])[C:3]1[CH:12]=[CH:11][C:6]([CH2:7][N:8]=[C:9]=[O:10])=[CH:5][CH:4]=1.[O:15]1[C:19]2=[CH:20][CH:21]=[CH:22][C:23]([NH2:24])=[C:18]2[CH2:17][CH2:16]1, predict the reaction product. The product is: [O:15]1[C:19]2[CH:20]=[CH:21][CH:22]=[C:23]([NH:24][C:9]([NH:8][CH2:7][C:6]3[CH:11]=[CH:12][C:3]([C:2]([F:13])([F:14])[F:1])=[CH:4][CH:5]=3)=[O:10])[C:18]=2[CH2:17][CH2:16]1. (4) Given the reactants COC[O:4][CH:5]1[CH2:29][CH2:28][C@@:27]2([CH3:30])[CH:7]([C:8](=[O:32])[O:9][C:10]3[C@H:11]4[C@:23]([CH3:31])([CH2:24][CH2:25][C:26]=32)[C@@H:14]([C@H:15]([CH3:22])[CH2:16][CH2:17][CH2:18][CH:19]([CH3:21])[CH3:20])[CH2:13][CH2:12]4)[CH2:6]1.CC1C=CC(S(O)(=O)=O)=CC=1.C(=O)(O)[O-].[Na+], predict the reaction product. The product is: [OH:4][C@@H:5]1[CH2:6][C@@H:7]2[C:8](=[O:32])[O:9][C:10]3[C@H:11]4[CH2:12][CH2:13][C@H:14]([C@@H:15]([CH2:16][CH2:17][CH2:18][CH:19]([CH3:20])[CH3:21])[CH3:22])[C@@:23]4([CH3:31])[CH2:24][CH2:25][C:26]=3[C@@:27]2([CH3:30])[CH2:28][CH2:29]1. (5) Given the reactants [CH2:1]([N:6]([CH2:21][CH2:22][CH:23]([CH3:25])[CH3:24])[C:7]([C:9]1[CH:14]=[CH:13][N:12]2[N:15]=[C:16]([C:18](O)=[O:19])[CH:17]=[C:11]2[CH:10]=1)=[O:8])[CH2:2][CH:3]([CH3:5])[CH3:4].C(Cl)CCl.C1C=CC2N(O)N=NC=2C=1.C(N(CC)CC)C.[NH:47]1[CH2:52][CH2:51][O:50][CH2:49][CH2:48]1, predict the reaction product. The product is: [CH2:1]([N:6]([CH2:21][CH2:22][CH:23]([CH3:25])[CH3:24])[C:7]([C:9]1[CH:14]=[CH:13][N:12]2[N:15]=[C:16]([C:18]([N:47]3[CH2:52][CH2:51][O:50][CH2:49][CH2:48]3)=[O:19])[CH:17]=[C:11]2[CH:10]=1)=[O:8])[CH2:2][CH:3]([CH3:5])[CH3:4]. (6) The product is: [Cl:33][C:30]1[CH:31]=[CH:32][C:27]([C@@:15]2([C:25]#[N:26])[C@H:14]([CH2:35][C:36]([CH3:39])([CH3:38])[CH3:37])[NH:13][C@@H:12]([C:10]([NH:9][C:3]3[CH:4]=[CH:5][C:6]([C:41]([OH:43])=[O:42])=[CH:7][C:2]=3[F:1])=[O:11])[C@@H:16]2[C:17]2[CH:22]=[CH:21][CH:20]=[C:19]([Cl:23])[C:18]=2[F:24])=[C:28]([F:34])[CH:29]=1. Given the reactants [F:1][C:2]1[CH:7]=[C:6](I)[CH:5]=[CH:4][C:3]=1[NH:9][C:10]([CH:12]1[CH:16]([C:17]2[CH:22]=[CH:21][CH:20]=[C:19]([Cl:23])[C:18]=2[F:24])[C:15]([C:27]2[CH:32]=[CH:31][C:30]([Cl:33])=[CH:29][C:28]=2[F:34])([C:25]#[N:26])[CH:14]([CH2:35][C:36]([CH3:39])([CH3:38])[CH3:37])[NH:13]1)=[O:11].O.[C:41](=O)([O-:43])[O-:42].[K+].[K+].[C]=O, predict the reaction product. (7) Given the reactants [NH2:1][C:2]1[C:3]([CH2:8][C:9]([O:11][CH2:12][CH3:13])=[O:10])=[N:4][CH:5]=[CH:6][CH:7]=1.[CH2:14]([O:16][CH:17]([O:21][CH2:22][CH3:23])[C:18](O)=[O:19])[CH3:15].C(N(C(C)C)CC)(C)C.F[P-](F)(F)(F)(F)F.N1(OC(N(C)C)=[N+](C)C)C2N=CC=CC=2N=N1, predict the reaction product. The product is: [CH2:14]([O:16][CH:17]([O:21][CH2:22][CH3:23])[C:18]([NH:1][C:2]1[C:3]([CH2:8][C:9]([O:11][CH2:12][CH3:13])=[O:10])=[N:4][CH:5]=[CH:6][CH:7]=1)=[O:19])[CH3:15]. (8) Given the reactants [CH3:1][C:2]1[C:7]([N:8]2[CH2:13][C@@H:12]3[CH2:14][C@H:9]2[CH2:10][N:11]3C(OC(C)(C)C)=O)=[CH:6][CH:5]=[CH:4][N:3]=1.C(Cl)[Cl:23], predict the reaction product. The product is: [ClH:23].[CH3:1][C:2]1[C:7]([N:8]2[CH2:13][C@@H:12]3[CH2:14][C@H:9]2[CH2:10][NH:11]3)=[CH:6][CH:5]=[CH:4][N:3]=1. (9) Given the reactants O=C1C2C(=CC=CC=2)[C:4](=[O:11])[N:3]1[C:12]1[CH:17]=[CH:16][C:15]([N:18]2[C:26](=[O:27])C3C(=CC=CC=3)C2=O)=[CH:14][C:13]=1[O:29][CH2:30][C:31](=O)[CH3:32].[OH2:34].NN.[BH4-].[Na+].[C:39]([O-:42])(O)=O.[Na+].ClC(O[CH2:48][C:49]1[CH:54]=[CH:53][CH:52]=[CH:51][CH:50]=1)=O, predict the reaction product. The product is: [CH2:39]([O:42][C:26]([NH:18][C:15]1[CH:16]=[CH:17][C:12]2[N:3]([C:4]([O:11][CH2:48][C:49]3[CH:54]=[CH:53][CH:52]=[CH:51][CH:50]=3)=[O:34])[CH:31]([CH3:32])[CH2:30][O:29][C:13]=2[CH:14]=1)=[O:27])[C:12]1[CH:17]=[CH:16][CH:15]=[CH:14][CH:13]=1. (10) Given the reactants Br[CH2:2][C:3]1[C:8]([CH:9]([CH3:11])[CH3:10])=[CH:7][C:6]([C:12]([F:15])([F:14])[F:13])=[CH:5][C:4]=1[C:16]1[CH:17]=[CH:18][C:19]([C:22]([NH:24][CH2:25][CH2:26][C:27]([O:29][CH2:30][CH3:31])=[O:28])=[O:23])=[N:20][CH:21]=1.[Cl:32][C:33]1[CH:38]=[C:37]([NH2:39])[CH:36]=[CH:35][C:34]=1[C:40]1[CH:45]=[CH:44][C:43]([C:46]([F:49])([F:48])[F:47])=[CH:42][C:41]=1[CH3:50].CCN(C(C)C)C(C)C, predict the reaction product. The product is: [Cl:32][C:33]1[CH:38]=[C:37]([NH:39][CH2:2][C:3]2[C:8]([CH:9]([CH3:11])[CH3:10])=[CH:7][C:6]([C:12]([F:15])([F:14])[F:13])=[CH:5][C:4]=2[C:16]2[CH:17]=[CH:18][C:19]([C:22]([NH:24][CH2:25][CH2:26][C:27]([O:29][CH2:30][CH3:31])=[O:28])=[O:23])=[N:20][CH:21]=2)[CH:36]=[CH:35][C:34]=1[C:40]1[CH:45]=[CH:44][C:43]([C:46]([F:47])([F:48])[F:49])=[CH:42][C:41]=1[CH3:50].